Task: Regression. Given a peptide amino acid sequence and an MHC pseudo amino acid sequence, predict their binding affinity value. This is MHC class II binding data.. Dataset: Peptide-MHC class II binding affinity with 134,281 pairs from IEDB (1) The peptide sequence is SCDDWLGGSVAEDID. The MHC is H-2-IEd with pseudo-sequence H-2-IEd. The binding affinity (normalized) is 0. (2) The MHC is HLA-DPA10103-DPB10301 with pseudo-sequence HLA-DPA10103-DPB10301. The binding affinity (normalized) is 0.889. The peptide sequence is AAGAQLLWQLPLLSI. (3) The peptide sequence is LGWNIITFKDKTDIH. The MHC is DRB1_0701 with pseudo-sequence DRB1_0701. The binding affinity (normalized) is 0.434. (4) The peptide sequence is GELHIVDKIDAAFKI. The MHC is DRB3_0202 with pseudo-sequence DRB3_0202. The binding affinity (normalized) is 0.243. (5) The peptide sequence is SDFYGLISERFINYC. The MHC is DRB1_0101 with pseudo-sequence DRB1_0101. The binding affinity (normalized) is 1.00. (6) The peptide sequence is KSDPSQGGGIKITHF. The MHC is DRB1_0405 with pseudo-sequence DRB1_0405. The binding affinity (normalized) is 0.113. (7) The peptide sequence is GRSFTLASSETGVGAP. The MHC is DRB1_0401 with pseudo-sequence DRB1_0401. The binding affinity (normalized) is 0.601. (8) The peptide sequence is LRDDQRKVFRELVRN. The MHC is DRB1_0404 with pseudo-sequence DRB1_0404. The binding affinity (normalized) is 0.426. (9) The binding affinity (normalized) is 0.209. The peptide sequence is LDYLRRMTVFLQGLM. The MHC is HLA-DQA10501-DQB10201 with pseudo-sequence HLA-DQA10501-DQB10201. (10) The peptide sequence is LSFMDKGIPFMKMNI. The MHC is DRB5_0101 with pseudo-sequence DRB5_0101. The binding affinity (normalized) is 0.936.